Dataset: Full USPTO retrosynthesis dataset with 1.9M reactions from patents (1976-2016). Task: Predict the reactants needed to synthesize the given product. (1) Given the product [CH3:12][S:13]([O:11][CH2:10][CH2:9][CH2:8][C:6]1[CH:5]=[CH:4][N:3]=[C:2]([F:1])[CH:7]=1)(=[O:15])=[O:14], predict the reactants needed to synthesize it. The reactants are: [F:1][C:2]1[CH:7]=[C:6]([CH2:8][CH2:9][CH2:10][OH:11])[CH:5]=[CH:4][N:3]=1.[CH3:12][S:13](OCCC1C=CN=C(F)C=1)(=[O:15])=[O:14]. (2) Given the product [C:1]([C:5]1[CH:6]=[CH:7][C:8]([C:9]([N:11]([CH2:31][C:32]2[CH:41]=[CH:40][C:35]([C:36]([OH:38])=[O:37])=[CH:34][CH:33]=2)[CH2:12][C:13]2[CH:18]=[CH:17][C:16]([C:19]#[C:20][C:21]3[CH:26]=[CH:25][C:24]([CH2:27][CH2:28][CH2:29][CH3:30])=[CH:23][CH:22]=3)=[CH:15][CH:14]=2)=[O:10])=[CH:42][CH:43]=1)([CH3:2])([CH3:3])[CH3:4], predict the reactants needed to synthesize it. The reactants are: [C:1]([C:5]1[CH:43]=[CH:42][C:8]([C:9]([N:11]([CH2:31][C:32]2[CH:41]=[CH:40][C:35]([C:36]([O:38]C)=[O:37])=[CH:34][CH:33]=2)[CH2:12][C:13]2[CH:18]=[CH:17][C:16]([C:19]#[C:20][C:21]3[CH:26]=[CH:25][C:24]([CH2:27][CH2:28][CH2:29][CH3:30])=[CH:23][CH:22]=3)=[CH:15][CH:14]=2)=[O:10])=[CH:7][CH:6]=1)([CH3:4])([CH3:3])[CH3:2].[OH-].[Na+].C1(CCC(Cl)=O)CCCC1. (3) Given the product [Br:1][C:2]1[CH:7]=[CH:6][C:5]([O:8][C:9]2[CH:14]=[CH:13][CH:12]=[CH:11][C:10]=2[C:15]([CH3:18])([CH3:17])[CH3:16])=[C:4]([CH:3]=1)[NH2:19], predict the reactants needed to synthesize it. The reactants are: [Br:1][C:2]1[CH:7]=[CH:6][C:5]([O:8][C:9]2[CH:14]=[CH:13][CH:12]=[CH:11][C:10]=2[C:15]([CH3:18])([CH3:17])[CH3:16])=[C:4]([N+:19]([O-])=O)[CH:3]=1.[Cl-].[NH4+].O. (4) Given the product [Cl:1][C:2]1[CH:7]=[CH:6][CH:5]=[CH:4][C:3]=1[N:8]1[C:17](=[O:18])[C:16]2[CH:15]=[N:14][C:13]([NH:34][C:33]3[CH:35]=[CH:36][CH:37]=[C:31]([CH2:30][N:25]4[CH2:26][CH2:27][CH2:28][CH2:29]4)[CH:32]=3)=[N:12][C:11]=2[N:10]2[CH:22]=[CH:23][N:24]=[C:9]12, predict the reactants needed to synthesize it. The reactants are: [Cl:1][C:2]1[CH:7]=[CH:6][CH:5]=[CH:4][C:3]=1[N:8]1[C:17](=[O:18])[C:16]2[C:11](=[N:12][C:13](S(C)=O)=[N:14][CH:15]=2)[N:10]2[CH:22]=[CH:23][N:24]=[C:9]12.[N:25]1([CH2:30][C:31]2[CH:32]=[C:33]([CH:35]=[CH:36][CH:37]=2)[NH2:34])[CH2:29][CH2:28][CH2:27][CH2:26]1. (5) Given the product [NH4+:5].[OH-:19].[CH3:31][C:32]1[NH:33][C:34]2[C:39]([CH:40]=1)=[CH:38][C:37]([O:41][C:2]1[CH:7]=[CH:6][N:5]=[C:4]3[CH:8]=[C:9]([C:11]4[S:12][CH:13]=[C:14]([C:16]([OH:19])([CH3:18])[CH3:17])[N:15]=4)[S:10][C:3]=13)=[CH:36][CH:35]=2, predict the reactants needed to synthesize it. The reactants are: Cl[C:2]1[CH:7]=[CH:6][N:5]=[C:4]2[CH:8]=[C:9]([C:11]3[S:12][CH:13]=[C:14]([C:16]([OH:19])([CH3:18])[CH3:17])[N:15]=3)[S:10][C:3]=12.CN(C=O)C.C(=O)([O-])[O-].[Cs+].[Cs+].[CH3:31][C:32]1[NH:33][C:34]2[C:39]([CH:40]=1)=[CH:38][C:37]([OH:41])=[CH:36][CH:35]=2. (6) Given the product [Cl:16][C:17]1[N:22]=[CH:21][C:20]([C:2]#[C:1][C:3]2[CH:8]=[CH:7][C:6]([CH2:9][CH:10]([NH:12][C:13](=[O:15])[CH3:14])[CH3:11])=[CH:5][CH:4]=2)=[CH:19][N:18]=1, predict the reactants needed to synthesize it. The reactants are: [C:1]([C:3]1[CH:8]=[CH:7][C:6]([CH2:9][CH:10]([NH:12][C:13](=[O:15])[CH3:14])[CH3:11])=[CH:5][CH:4]=1)#[CH:2].[Cl:16][C:17]1[N:22]=[C:21](Cl)[CH:20]=[CH:19][N:18]=1. (7) Given the product [CH3:1][O:2][C:3](=[O:19])[C:4]([C:5]1[CH:10]=[C:9]([Cl:11])[CH:8]=[CH:7][C:6]=1[O:12][C:13]1[CH:18]=[CH:17][CH:16]=[CH:15][CH:14]=1)=[CH:20][OH:21], predict the reactants needed to synthesize it. The reactants are: [CH3:1][O:2][C:3](=[O:19])[CH2:4][C:5]1[CH:10]=[C:9]([Cl:11])[CH:8]=[CH:7][C:6]=1[O:12][C:13]1[CH:18]=[CH:17][CH:16]=[CH:15][CH:14]=1.[CH:20](OC)=[O:21].CC(C)([O-])C.[K+].